This data is from Full USPTO retrosynthesis dataset with 1.9M reactions from patents (1976-2016). The task is: Predict the reactants needed to synthesize the given product. (1) The reactants are: Cl[C:2]1[CH:7]=[CH:6][CH:5]=[C:4](OC)[C:3]=1[C:10]1C=CC=CC=1Cl.[F:17][C:18]1[CH:23]=[CH:22][CH:21]=[C:20]([O:24][CH3:25])[C:19]=1B(O)O.CC1C=CC=CC=1Br. Given the product [F:17][C:18]1[C:19]([C:2]2[CH:7]=[CH:6][CH:5]=[CH:4][C:3]=2[CH3:10])=[C:20]([O:24][CH3:25])[CH:21]=[CH:22][CH:23]=1, predict the reactants needed to synthesize it. (2) Given the product [Cl:33][CH:28]([O:29][C:30]([NH:12][CH2:11][C:4]1([CH2:7][C:8]([OH:10])=[O:9])[CH2:3][CH2:2][CH2:1][CH2:6][CH2:5]1)=[O:31])[CH:26]([CH3:27])[CH3:25], predict the reactants needed to synthesize it. The reactants are: [CH2:1]1[CH2:6][CH2:5][C:4]([CH2:11][NH2:12])([CH2:7][C:8]([OH:10])=[O:9])[CH2:3][CH2:2]1.C(N(CC)CC)C.C[Si](C)(C)Cl.[CH3:25][CH:26]([CH:28]([Cl:33])[O:29][C:30](Cl)=[O:31])[CH3:27]. (3) Given the product [C:12]([C:11]1[CH:10]([C:14]2[CH:19]=[C:18]([O:20][CH3:21])[C:17]([O:22][CH3:23])=[C:16]([O:24][CH3:25])[CH:15]=2)[C:9]2[C:4](=[CH:5][C:6]([O:26][CH3:27])=[CH:7][CH:8]=2)[O:3][CH:2]=1)#[N:13], predict the reactants needed to synthesize it. The reactants are: N[C:2]1[O:3][C:4]2[C:9]([CH:10]([C:14]3[CH:19]=[C:18]([O:20][CH3:21])[C:17]([O:22][CH3:23])=[C:16]([O:24][CH3:25])[CH:15]=3)[C:11]=1[C:12]#[N:13])=[CH:8][CH:7]=[C:6]([O:26][CH3:27])[CH:5]=2.C(ON=O)(C)(C)C.[BH4-].[Na+]. (4) Given the product [NH2:1][C:4]1[CH:23]=[CH:22][C:7]2[N:8]([CH2:14][CH2:15][N:16]3[CH2:21][CH2:20][CH2:19][CH2:18][CH2:17]3)[C:9](=[O:13])[CH2:10][CH2:11][CH2:12][C:6]=2[CH:5]=1, predict the reactants needed to synthesize it. The reactants are: [N+:1]([C:4]1[CH:23]=[CH:22][C:7]2[N:8]([CH2:14][CH2:15][N:16]3[CH2:21][CH2:20][CH2:19][CH2:18][CH2:17]3)[C:9](=[O:13])[CH2:10][CH2:11][CH2:12][C:6]=2[CH:5]=1)([O-])=O. (5) The reactants are: P([O-])(O)(O)=O.[K+].P([O-])([O-])(O)=O.[K+].[K+].C1C=[N+]([C@@H]2O[C@H](COP(OP(OC[C@H]3O[C@@H](N4C5N=CN=C(N)C=5N=C4)[C@H](O)[C@@H]3O)(O)=O)(O)=O)[C@@H](O)[C@H]2O)C=C(C(N)=O)C=1.O=C[C@@H]([C@H]([C@@H]([C@@H](CO)O)O)O)O.[F:70][C:71]([F:81])([F:80])[C:72]([C:74]1[CH:79]=[CH:78][CH:77]=[CH:76][CH:75]=1)=[O:73].C(=O)([O-])[O-].[Na+].[Na+]. Given the product [F:70][C:71]([F:80])([F:81])[C@H:72]([C:74]1[CH:79]=[CH:78][CH:77]=[CH:76][CH:75]=1)[OH:73], predict the reactants needed to synthesize it. (6) The reactants are: [Cl:1][C:2]1[C:3]([C:9]2[C:14]([F:15])=[CH:13][CH:12]=[C:11]([F:16])[N:10]=2)=[CH:4][C:5](F)=[N:6][CH:7]=1.[OH-].[NH4+:18]. Given the product [Cl:1][C:2]1[C:3]([C:9]2[C:14]([F:15])=[CH:13][CH:12]=[C:11]([F:16])[N:10]=2)=[CH:4][C:5]([NH2:18])=[N:6][CH:7]=1, predict the reactants needed to synthesize it. (7) Given the product [NH2:15][C:12]1[CH:13]=[CH:14][C:9]([C:7]([C:6]2[N:2]([CH3:1])[CH:3]=[N:4][CH:5]=2)=[O:8])=[CH:10][C:11]=1[CH3:18], predict the reactants needed to synthesize it. The reactants are: [CH3:1][N:2]1[C:6]([C:7]([C:9]2[CH:14]=[CH:13][C:12]([N+:15]([O-])=O)=[C:11]([CH3:18])[CH:10]=2)=[O:8])=[CH:5][N:4]=[CH:3]1.O.O.[Sn](Cl)Cl. (8) Given the product [I-:22].[C:1]([O:5][C:6]([NH:7][CH:8]1[CH2:12][CH2:11][N:10]([C:13]([N:15]2[CH:19]=[CH:18][N+:17]([CH3:21])=[CH:16]2)=[O:14])[CH2:9]1)=[O:20])([CH3:4])([CH3:2])[CH3:3], predict the reactants needed to synthesize it. The reactants are: [C:1]([O:5][C:6](=[O:20])[NH:7][CH:8]1[CH2:12][CH2:11][N:10]([C:13]([N:15]2[CH:19]=[CH:18][N:17]=[CH:16]2)=[O:14])[CH2:9]1)([CH3:4])([CH3:3])[CH3:2].[CH3:21][I:22]. (9) Given the product [N+:20]([C:23]1[CH:24]=[CH:25][C:26]([S:29]([O:9][CH2:8][C:7]([C@@H:5]2[CH2:4][O:3][C:2]([CH3:12])([CH3:1])[O:6]2)([CH3:11])[CH3:10])(=[O:31])=[O:30])=[CH:27][CH:28]=1)([O-:22])=[O:21], predict the reactants needed to synthesize it. The reactants are: [CH3:1][C:2]1([CH3:12])[O:6][C@H:5]([C:7]([CH3:11])([CH3:10])[CH2:8][OH:9])[CH2:4][O:3]1.C(N(CC)CC)C.[N+:20]([C:23]1[CH:28]=[CH:27][C:26]([S:29](O[S:29]([C:26]2[CH:25]=[CH:24][C:23]([N+:20]([O-:22])=[O:21])=[CH:28][CH:27]=2)(=[O:31])=[O:30])(=[O:31])=[O:30])=[CH:25][CH:24]=1)([O-:22])=[O:21].